From a dataset of Full USPTO retrosynthesis dataset with 1.9M reactions from patents (1976-2016). Predict the reactants needed to synthesize the given product. (1) Given the product [CH2:18]([O:17][C:15]([CH:5]1[C:6]2[NH:7][C:8]3[CH:9]=[CH:10][CH:11]=[CH:12][C:13]=3[C:14]=2[CH2:1][CH2:2][N:3]([C:25](=[O:26])[C:24]2[CH:28]=[CH:29][C:21]([F:20])=[CH:22][CH:23]=2)[CH2:4]1)=[O:16])[CH3:19], predict the reactants needed to synthesize it. The reactants are: [CH2:1]1[C:14]2[C:13]3[CH:12]=[CH:11][CH:10]=[CH:9][C:8]=3[NH:7][C:6]=2[CH:5]([C:15]([O:17][CH2:18][CH3:19])=[O:16])[CH2:4][NH:3][CH2:2]1.[F:20][C:21]1[CH:29]=[CH:28][C:24]([C:25](Cl)=[O:26])=[CH:23][CH:22]=1. (2) Given the product [N+:17]([C:14]1[CH:15]=[CH:16][C:11]([O:1][CH:2]2[CH:7]3[CH2:8][CH2:9][N:4]([CH2:5][CH2:6]3)[CH2:3]2)=[CH:12][CH:13]=1)([O-:19])=[O:18], predict the reactants needed to synthesize it. The reactants are: [OH:1][CH:2]1[CH:7]2[CH2:8][CH2:9][N:4]([CH2:5][CH2:6]2)[CH2:3]1.I[C:11]1[CH:16]=[CH:15][C:14]([N+:17]([O-:19])=[O:18])=[CH:13][CH:12]=1. (3) Given the product [CH:1]1[C:13]2[CH2:12][C:11]3[C:6](=[CH:7][CH:8]=[CH:9][CH:10]=3)[C:5]=2[CH:4]=[CH:3][C:2]=1[CH:14]([C:37](=[O:40])[NH:36][CH2:29][C:30]1[CH:35]=[CH:34][CH:33]=[CH:32][CH:31]=1)[NH:38][C:22]([C@H:21]([CH2:25][CH:26]([CH3:28])[CH3:27])[CH2:20][C:18]([O:17][CH3:16])=[O:19])=[O:24], predict the reactants needed to synthesize it. The reactants are: [CH:1]1[C:13]2[CH2:12][C:11]3[C:6](=[CH:7][CH:8]=[CH:9][CH:10]=3)[C:5]=2[CH:4]=[CH:3][C:2]=1[CH:14]=O.[CH3:16][O:17][C:18]([CH2:20][C@@H:21]([CH2:25][CH:26]([CH3:28])[CH3:27])[C:22]([OH:24])=O)=[O:19].[CH2:29]([N+:36]#[C-:37])[C:30]1[CH:35]=[CH:34][CH:33]=[CH:32][CH:31]=1.[NH3:38].C[OH:40]. (4) Given the product [CH3:13][O:12][C:8]1[CH:9]=[C:10]2[C:5](=[CH:6][CH:7]=1)[C:4]([OH:14])=[C:3]([C:18]1[CH:19]=[CH:20][CH:21]=[CH:22][CH:23]=1)[C:2]([CH3:1])=[CH:11]2, predict the reactants needed to synthesize it. The reactants are: [CH3:1][C:2]1[C:3]([C:18]2[CH:23]=[CH:22][CH:21]=[CH:20][CH:19]=2)=[C:4]([O:14]COC)[C:5]2[C:10]([CH:11]=1)=[CH:9][C:8]([O:12][CH3:13])=[CH:7][CH:6]=2. (5) Given the product [C:1]([O:5][C:6](=[O:7])[N:8]([CH2:24][C:25]1[CH:30]=[CH:29][C:28]([C:73]2[CH:72]=[CH:71][C:70]([N:75]3[CH2:79][CH:78]([CH2:80][N:81]4[CH:85]=[C:84]([Si:86]([CH3:87])([CH3:89])[CH3:88])[N:83]=[N:82]4)[O:77][C:76]3=[O:90])=[CH:69][C:68]=2[F:67])=[CH:27][CH:26]=1)[CH2:9][C:10]1[N:11]=[N:12][N:13]([CH2:15][C:16]2[CH:21]=[CH:20][C:19]([O:22][CH3:23])=[CH:18][CH:17]=2)[CH:14]=1)([CH3:4])([CH3:3])[CH3:2], predict the reactants needed to synthesize it. The reactants are: [C:1]([O:5][C:6]([N:8]([CH2:24][C:25]1[CH:30]=[CH:29][C:28](B(O)O)=[CH:27][CH:26]=1)[CH2:9][C:10]1[N:11]=[N:12][N:13]([CH2:15][C:16]2[CH:21]=[CH:20][C:19]([O:22][CH3:23])=[CH:18][CH:17]=2)[CH:14]=1)=[O:7])([CH3:4])([CH3:3])[CH3:2].C(OC(N(CC1C=CC(B(O)O)=CC=1)CC1N(CC2C=CC(OC)=CC=2)N=NC=1)=O)(C)(C)C.[F:67][C:68]1[CH:69]=[C:70]([N:75]2[CH2:79][C@H:78]([CH2:80][N:81]3[CH:85]=[C:84]([Si:86]([CH3:89])([CH3:88])[CH3:87])[N:83]=[N:82]3)[O:77][C:76]2=[O:90])[CH:71]=[CH:72][C:73]=1I.C([O-])([O-])=O.[K+].[K+]. (6) Given the product [CH:11]([CH2:7][C:6](=[CH2:8])[C:5]([OH:10])=[O:9])=[CH:12][C:13]1[CH:18]=[CH:17][CH:16]=[CH:15][CH:14]=1.[C:25]([O:29][CH2:30][CH2:31][CH2:32][CH3:33])(=[O:28])[CH:26]=[CH2:27].[Na:1].[CH2:3]1[O:4][CH2:2]1.[C:19]([OH:24])(=[O:23])[C:20]([CH3:22])=[CH2:21], predict the reactants needed to synthesize it. The reactants are: [Na:1].[CH2:2]1[O:4][CH2:3]1.[C:5]([OH:10])(=[O:9])[C:6]([CH3:8])=[CH2:7].[CH2:11]=[CH:12][C:13]1[CH:18]=[CH:17][CH:16]=[CH:15][CH:14]=1.[C:19]([OH:24])(=[O:23])[C:20]([CH3:22])=[CH2:21].[C:25]([O:29][CH2:30][CH2:31][CH2:32][CH3:33])(=[O:28])[CH:26]=[CH2:27].C(OCCCC)(=O)CS.S(OOS([O-])(=O)=O)([O-])(=O)=O.[NH4+].[NH4+].